Dataset: Forward reaction prediction with 1.9M reactions from USPTO patents (1976-2016). Task: Predict the product of the given reaction. Given the reactants C(N1C=CN=C1)(N1C=CN=C1)=S.[CH3:13][N:14]1[CH2:19][CH2:18][NH:17][CH2:16][CH2:15]1.[NH2:20][C:21](N)=[S:22].Br[CH2:25][C:26]([C:28]1[CH:36]=[CH:35][C:31]([C:32]([OH:34])=[O:33])=[CH:30][CH:29]=1)=O, predict the reaction product. The product is: [CH3:13][N:14]1[CH2:19][CH2:18][N:17]([C:21]2[S:22][CH:25]=[C:26]([C:28]3[CH:36]=[CH:35][C:31]([C:32]([OH:34])=[O:33])=[CH:30][CH:29]=3)[N:20]=2)[CH2:16][CH2:15]1.